Predict which catalyst facilitates the given reaction. From a dataset of Catalyst prediction with 721,799 reactions and 888 catalyst types from USPTO. (1) Reactant: O.O.O.O.O.O.O.[Cl-].[Ce+3].[Cl-].[Cl-].[Si:12]([O:19][CH2:20][C@@H:21]1[C:26]([CH3:27])=[CH:25][C:24](=[O:28])[CH2:23][N:22]1[C:29]([O:31][C:32]([CH3:35])([CH3:34])[CH3:33])=[O:30])([C:15]([CH3:18])([CH3:17])[CH3:16])([CH3:14])[CH3:13].[BH4-].[Na+]. Product: [Si:12]([O:19][CH2:20][C@@H:21]1[C:26]([CH3:27])=[CH:25][C@H:24]([OH:28])[CH2:23][N:22]1[C:29]([O:31][C:32]([CH3:35])([CH3:34])[CH3:33])=[O:30])([C:15]([CH3:18])([CH3:16])[CH3:17])([CH3:14])[CH3:13]. The catalyst class is: 5. (2) Reactant: C(=O)([O:5][C:6]1[C:15]([O:16][CH3:17])=[CH:14][CH:13]=[C:12]2[C:7]=1[CH2:8][CH2:9][NH:10][C:11]2=[O:18])OCC.C([O-])([O-])=O.[K+].[K+]. Product: [OH:5][C:6]1[C:15]([O:16][CH3:17])=[CH:14][CH:13]=[C:12]2[C:7]=1[CH2:8][CH2:9][NH:10][C:11]2=[O:18]. The catalyst class is: 5.